From a dataset of Full USPTO retrosynthesis dataset with 1.9M reactions from patents (1976-2016). Predict the reactants needed to synthesize the given product. (1) Given the product [Cl:17][C:18]1[CH:19]=[CH:20][C:21]([C:24]2[O:28][N:27]=[C:26]([C:29]([N:8]3[CH2:7][C@H:6]([CH:1]4[CH2:2][CH2:3][CH2:4][CH2:5]4)[NH:11][C:10](=[O:12])[C@@H:9]3[CH2:13][CH:14]([CH3:16])[CH3:15])=[O:30])[CH:25]=2)=[CH:22][CH:23]=1, predict the reactants needed to synthesize it. The reactants are: [CH:1]1([C@@H:6]2[NH:11][C:10](=[O:12])[C@H:9]([CH2:13][CH:14]([CH3:16])[CH3:15])[NH:8][CH2:7]2)[CH2:5][CH2:4][CH2:3][CH2:2]1.[Cl:17][C:18]1[CH:23]=[CH:22][C:21]([C:24]2[O:28][N:27]=[C:26]([C:29](O)=[O:30])[CH:25]=2)=[CH:20][CH:19]=1.C([C@@H]1N(C(=O)/C=C/C2C=CC=CC=2)C[C@H](CC(C)C)NC1=O)C(C)C. (2) Given the product [CH3:1][N:2]([CH3:32])[C:3]1[N:12]=[C:11]([NH:13][CH2:14][C:15]2[CH:20]=[CH:19][C:18]([NH:21][C:22](=[O:30])[C:23]3[CH:28]=[CH:27][C:26]([F:29])=[CH:25][CH:24]=3)=[CH:17][CH:16]=2)[C:10]2[C:5](=[CH:6][C:7]([CH:33]=[O:34])=[CH:8][CH:9]=2)[N:4]=1, predict the reactants needed to synthesize it. The reactants are: [CH3:1][N:2]([CH3:32])[C:3]1[N:12]=[C:11]([NH:13][CH2:14][C:15]2[CH:20]=[CH:19][C:18]([NH:21][C:22](=[O:30])[C:23]3[CH:28]=[CH:27][C:26]([F:29])=[CH:25][CH:24]=3)=[CH:17][CH:16]=2)[C:10]2[C:5](=[CH:6][C:7](I)=[CH:8][CH:9]=2)[N:4]=1.[CH:33]([O-])=[O:34].[Na+].O.